Task: Predict the reactants needed to synthesize the given product.. Dataset: Full USPTO retrosynthesis dataset with 1.9M reactions from patents (1976-2016) Given the product [CH:1]([C:3]1[CH:4]=[CH:5][C:6]([N:7]([CH2:12][CH2:13][OH:14])[CH2:8][CH2:9][OH:10])=[CH:16][CH:17]=1)([C:18]1[CH:19]=[CH:20][C:21]([N:22]([CH2:23][CH2:24][OH:25])[CH2:27][CH2:28][OH:29])=[CH:31][CH:32]=1)[CH3:2], predict the reactants needed to synthesize it. The reactants are: [CH:1]([C:18]1[CH:32]=[CH:31][C:21]([N:22]([CH2:27][CH2:28][O:29]C)[CH2:23][CH2:24][O:25]C)=[CH:20][CH:19]=1)([C:3]1[CH:17]=[CH:16][C:6]([N:7]([CH2:12][CH2:13][O:14]C)[CH2:8][CH2:9][O:10]C)=[CH:5][CH:4]=1)[CH3:2].B(Br)(Br)Br.C(=O)(O)[O-].[Na+].